Dataset: Reaction yield outcomes from USPTO patents with 853,638 reactions. Task: Predict the reaction yield, written as a fraction of the theoretical maximum amount of product (1.0 means a 100% yield; for example, 0.34 means a 34% yield). (1) The reactants are [NH2:1][C:2]1[C:12]2[C:11](=[O:13])[NH:10][CH2:9][CH2:8][NH:7][C:6]=2[CH:5]=[CH:4][CH:3]=1.[F:14][C:15]([F:26])([F:25])[C:16](O[C:16](=[O:17])[C:15]([F:26])([F:25])[F:14])=[O:17].N1C=CC=CC=1. The catalyst is C(Cl)Cl. The product is [NH2:1][C:2]1[C:12]2[C:11](=[O:13])[NH:10][CH2:9][CH2:8][N:7]([C:16](=[O:17])[C:15]([F:26])([F:25])[F:14])[C:6]=2[CH:5]=[CH:4][CH:3]=1. The yield is 0.460. (2) The reactants are [CH3:1][O:2][C:3](=[O:25])[CH:4]([N:16]1[CH2:21][CH2:20][NH:19][CH:18]([CH2:22][O:23][CH3:24])[CH2:17]1)[CH2:5][C:6]1[CH:15]=[CH:14][C:13]2[C:8](=[CH:9][CH:10]=[CH:11][CH:12]=2)[CH:7]=1.[C:26]([NH:33][C@H:34]([C:43](O)=[O:44])[CH2:35][C:36]1[CH:41]=[CH:40][C:39]([F:42])=[CH:38][CH:37]=1)([O:28][C:29]([CH3:32])([CH3:31])[CH3:30])=[O:27].F[P-](F)(F)(F)(F)F.N1(OC(N(C)C)=[N+](C)C)C2N=CC=CC=2N=N1.CN1CCOCC1. The catalyst is CN(C=O)C.O.CCOC(C)=O. The product is [CH3:1][O:2][C:3](=[O:25])[CH:4]([N:16]1[CH2:21][CH2:20][N:19]([C:43](=[O:44])[CH:34]([NH:33][C:26]([O:28][C:29]([CH3:31])([CH3:30])[CH3:32])=[O:27])[CH2:35][C:36]2[CH:37]=[CH:38][C:39]([F:42])=[CH:40][CH:41]=2)[CH:18]([CH2:22][O:23][CH3:24])[CH2:17]1)[CH2:5][C:6]1[CH:15]=[CH:14][C:13]2[C:8](=[CH:9][CH:10]=[CH:11][CH:12]=2)[CH:7]=1. The yield is 0.920. (3) No catalyst specified. The reactants are [O:1]=[C:2]1[CH2:11][CH2:10][C:9]2[C:4](=[CH:5][CH:6]=[C:7]([C:12]3[CH:17]=[CH:16][C:15]([C:18]([F:21])([F:20])[F:19])=[CH:14][CH:13]=3)[CH:8]=2)[N:3]1[CH2:22][C:23]([O:25]C(C)(C)C)=[O:24].Cl.O1CCOCC1. The product is [O:1]=[C:2]1[CH2:11][CH2:10][C:9]2[C:4](=[CH:5][CH:6]=[C:7]([C:12]3[CH:13]=[CH:14][C:15]([C:18]([F:20])([F:19])[F:21])=[CH:16][CH:17]=3)[CH:8]=2)[N:3]1[CH2:22][C:23]([OH:25])=[O:24]. The yield is 0.920.